From a dataset of Forward reaction prediction with 1.9M reactions from USPTO patents (1976-2016). Predict the product of the given reaction. (1) Given the reactants [S:1](Cl)(Cl)(=[O:3])=[O:2].[Cl:6][C:7]1[CH:8]=[C:9]([NH:13][C:14]2[N:19]=[C:18]([C:20]3[CH:25]=[CH:24][N:23]=[C:22]([NH:26][CH2:27][CH2:28]O)[CH:21]=3)[CH:17]=[CH:16][N:15]=2)[CH:10]=[CH:11][CH:12]=1.C(N(CC)CC)C, predict the reaction product. The product is: [Cl:6][C:7]1[CH:8]=[C:9]([NH:13][C:14]2[N:19]=[C:18]([C:20]3[CH:25]=[CH:24][N:23]=[C:22]([N:26]4[CH2:27][CH2:28][O:2][S:1]4=[O:3])[CH:21]=3)[CH:17]=[CH:16][N:15]=2)[CH:10]=[CH:11][CH:12]=1. (2) Given the reactants Br[C:2]1[N:3]([CH:18]2[CH2:23][CH2:22][CH2:21][CH2:20][O:19]2)[C:4]2[C:9]([N:10]=1)=[C:8]([NH2:11])[N:7]=[C:6]([O:12][CH2:13][CH2:14][CH:15]([CH3:17])[CH3:16])[N:5]=2.[CH3:24][O-:25].[Na+], predict the reaction product. The product is: [CH3:16][CH:15]([CH3:17])[CH2:14][CH2:13][O:12][C:6]1[N:5]=[C:4]2[C:9]([N:10]=[C:2]([O:25][CH3:24])[N:3]2[CH:18]2[CH2:23][CH2:22][CH2:21][CH2:20][O:19]2)=[C:8]([NH2:11])[N:7]=1. (3) Given the reactants [F:1][C:2]([F:13])([F:12])[C:3]1[CH:11]=[CH:10][CH:9]=[CH:8][C:4]=1[C:5]([OH:7])=[O:6].[CH3:14][S:15]SC, predict the reaction product. The product is: [CH3:14][S:15][C:8]1[CH:9]=[CH:10][CH:11]=[C:3]([C:2]([F:12])([F:13])[F:1])[C:4]=1[C:5]([OH:7])=[O:6]. (4) The product is: [F:1][C:2]1[C:3]([C:9]2[N:13]([CH:14]3[CH2:19][CH2:18][O:17][CH2:16][CH2:15]3)[C:12]([CH3:20])=[N:11][CH:10]=2)=[N:4][C:5]([NH:8][C:22]2[CH:27]=[CH:26][N:25]=[CH:24][CH:23]=2)=[N:6][CH:7]=1. Given the reactants [F:1][C:2]1[C:3]([C:9]2[N:13]([CH:14]3[CH2:19][CH2:18][O:17][CH2:16][CH2:15]3)[C:12]([CH3:20])=[N:11][CH:10]=2)=[N:4][C:5]([NH2:8])=[N:6][CH:7]=1.Br[C:22]1[CH:27]=[CH:26][N:25]=[CH:24][CH:23]=1, predict the reaction product. (5) Given the reactants [CH:1]1([C:5]2[C:13]([C:14]3[NH:18][C:17]([CH3:19])=[N:16][N:15]=3)=[CH:12][C:8]([C:9]([OH:11])=O)=[C:7]([CH3:20])[CH:6]=2)[CH2:4][CH2:3][CH2:2]1.C1(C2C(C(=O)NC)=CC(C(O)=O)=C(C)C=2)CCC1.Cl.[F:40][C:41]1([C:45]2[CH:52]=[CH:51][C:48]([C:49]#[N:50])=[CH:47][CH:46]=2)[CH2:44][NH:43][CH2:42]1.N1CCC(C2C=C3C(=CC=2)NN=C3)CC1, predict the reaction product. The product is: [CH:1]1([C:5]2[C:13]([C:14]3[NH:18][C:17]([CH3:19])=[N:16][N:15]=3)=[CH:12][C:8]([C:9]([N:43]3[CH2:42][C:41]([C:45]4[CH:46]=[CH:47][C:48]([C:49]#[N:50])=[CH:51][CH:52]=4)([F:40])[CH2:44]3)=[O:11])=[C:7]([CH3:20])[CH:6]=2)[CH2:2][CH2:3][CH2:4]1. (6) Given the reactants O[Li].[OH2:3].[NH:4]1[C:14]2[C:9](=[CH:10][CH:11]=[CH:12][CH:13]=2)[C:7](=O)[C:5]1=[O:6].C(O[CH2:19][C:20]([C:22]1[CH:27]=[CH:26][CH:25]=[CH:24][CH:23]=1)=O)(=O)C.Cl.[OH2:29], predict the reaction product. The product is: [OH:3][C:19]1[C:20]([C:22]2[CH:27]=[CH:26][CH:25]=[CH:24][CH:23]=2)=[N:4][C:14]2[C:9]([C:7]=1[C:5]([OH:6])=[O:29])=[CH:10][CH:11]=[CH:12][CH:13]=2. (7) Given the reactants Br[C:2]1[CH:3]=[C:4]2[C:9](=[CH:10][CH:11]=1)[N:8]=[CH:7][CH:6]=[CH:5]2.C[S-:13].[Na+].Cl, predict the reaction product. The product is: [N:8]1[C:9]2[C:4](=[CH:3][C:2]([SH:13])=[CH:11][CH:10]=2)[CH:5]=[CH:6][CH:7]=1. (8) Given the reactants [CH3:1][C:2]1[N:7]=[C:6]([C:8]#[C:9][C:10]2[CH:15]=[CH:14][CH:13]=[CH:12][CH:11]=2)[C:5]([NH2:16])=[CH:4][CH:3]=1.[ClH:17], predict the reaction product. The product is: [ClH:17].[CH3:1][C:2]1[N:7]=[C:6]([C:8]#[C:9][C:10]2[CH:11]=[CH:12][CH:13]=[CH:14][CH:15]=2)[C:5]([NH2:16])=[CH:4][CH:3]=1. (9) Given the reactants Cl.[NH:2]1[CH2:7][CH2:6][CH2:5][CH:4]([C:8]([OH:13])([CH2:11][CH3:12])[CH2:9][CH3:10])[CH2:3]1.CN(C(ON1N=NC2C=CC=CC1=2)=[N+](C)C)C.[B-](F)(F)(F)F.C(N(C(C)C)C(C)C)C.[CH3:45][C:46]1[CH:51]=[CH:50][C:49]([C:52]2[C:56]([C:57](O)=[O:58])=[CH:55][O:54][N:53]=2)=[CH:48][CH:47]=1, predict the reaction product. The product is: [CH3:45][C:46]1[CH:47]=[CH:48][C:49]([C:52]2[C:56]([C:57]([N:2]3[CH2:7][CH2:6][CH2:5][CH:4]([C:8]([OH:13])([CH2:11][CH3:12])[CH2:9][CH3:10])[CH2:3]3)=[O:58])=[CH:55][O:54][N:53]=2)=[CH:50][CH:51]=1. (10) Given the reactants Cl[C:2]1[N:7]=[C:6]([N:8]2[CH2:13][CH2:12][O:11][CH2:10][C@@H:9]2[CH3:14])[CH:5]=[C:4]([C:15]2[CH:20]=[C:19]([F:21])[CH:18]=[CH:17][C:16]=2[S:22]([CH3:25])(=[O:24])=[O:23])[N:3]=1.CC1(C)C(C)(C)OB([C:34]2[CH:40]=[CH:39][C:37]([NH2:38])=[CH:36][CH:35]=2)O1.C(Cl)Cl.C([O-])([O-])=O.[Na+].[Na+], predict the reaction product. The product is: [F:21][C:19]1[CH:18]=[CH:17][C:16]([S:22]([CH3:25])(=[O:24])=[O:23])=[C:15]([C:4]2[CH:5]=[C:6]([N:8]3[CH2:13][CH2:12][O:11][CH2:10][C@@H:9]3[CH3:14])[N:7]=[C:2]([C:34]3[CH:40]=[CH:39][C:37]([NH2:38])=[CH:36][CH:35]=3)[N:3]=2)[CH:20]=1.